From a dataset of Full USPTO retrosynthesis dataset with 1.9M reactions from patents (1976-2016). Predict the reactants needed to synthesize the given product. (1) Given the product [Cl:2][C:3]1[CH:21]=[CH:20][CH:19]=[CH:18][C:4]=1[CH:5]([O:13][CH:14]1[CH2:17][N:16]([C:31](=[S:32])[NH:30][C:26]([CH3:29])([CH3:28])[CH3:27])[CH2:15]1)[C:6]1[CH:7]=[CH:8][C:9]([Cl:12])=[CH:10][CH:11]=1, predict the reactants needed to synthesize it. The reactants are: Cl.[Cl:2][C:3]1[CH:21]=[CH:20][CH:19]=[CH:18][C:4]=1[CH:5]([O:13][CH:14]1[CH2:17][NH:16][CH2:15]1)[C:6]1[CH:11]=[CH:10][C:9]([Cl:12])=[CH:8][CH:7]=1.C(=O)([O-])[O-].[C:26]([N:30]=[C:31]=[S:32])([CH3:29])([CH3:28])[CH3:27]. (2) Given the product [O:19]1[C:18]2[CH:23]=[CH:24][C:15]([CH:7]([C:6]3[CH:9]=[CH:10][C:11]([O:12][CH3:13])=[C:4]([O:3][CH2:1][CH3:2])[CH:5]=3)[OH:8])=[CH:16][C:17]=2[O:22][CH2:21][CH2:20]1, predict the reactants needed to synthesize it. The reactants are: [CH2:1]([O:3][C:4]1[CH:5]=[C:6]([CH:9]=[CH:10][C:11]=1[O:12][CH3:13])[CH:7]=[O:8])[CH3:2].Br[C:15]1[CH:24]=[CH:23][C:18]2[O:19][CH2:20][CH2:21][O:22][C:17]=2[CH:16]=1.C([Li])CCC.O1C2C=CC(C(C3C=C(OC)C=C(OC)C=3)O)=CC=2OCC1. (3) Given the product [NH:23]1[C:24]2[C:20](=[CH:19][C:18]([NH:17][C:10](=[O:12])/[CH:9]=[CH:8]/[C:7]3[C:2]([CH3:1])=[N:3][C:4]([C:13]([F:16])([F:15])[F:14])=[CH:5][CH:6]=3)=[CH:26][CH:25]=2)[CH:21]=[CH:22]1, predict the reactants needed to synthesize it. The reactants are: [CH3:1][C:2]1[C:7](/[CH:8]=[CH:9]/[C:10]([OH:12])=O)=[CH:6][CH:5]=[C:4]([C:13]([F:16])([F:15])[F:14])[N:3]=1.[NH2:17][C:18]1[CH:19]=[C:20]2[C:24](=[CH:25][CH:26]=1)[NH:23][CH:22]=[CH:21]2. (4) Given the product [OH:26][CH2:27][CH2:28][N:29]([CH3:40])[S:30]([C:33]1[S:37][C:36]([NH:38][C:12]([C:11]2[CH:10]=[N:9][N:8]3[C:3]([CH:2]([F:25])[F:1])=[CH:4][C:5]([C:15]4[CH:16]=[CH:17][C:18]([C:21]([F:24])([F:23])[F:22])=[CH:19][CH:20]=4)=[N:6][C:7]=23)=[O:13])=[N:35][C:34]=1[CH3:39])(=[O:31])=[O:32], predict the reactants needed to synthesize it. The reactants are: [F:1][CH:2]([F:25])[C:3]1[N:8]2[N:9]=[CH:10][C:11]([C:12](O)=[O:13])=[C:7]2[N:6]=[C:5]([C:15]2[CH:20]=[CH:19][C:18]([C:21]([F:24])([F:23])[F:22])=[CH:17][CH:16]=2)[CH:4]=1.[OH:26][CH2:27][CH2:28][N:29]([CH3:40])[S:30]([C:33]1[S:37][C:36]([NH2:38])=[N:35][C:34]=1[CH3:39])(=[O:32])=[O:31]. (5) Given the product [CH2:16]([O:18][C:19]([C:21]1([NH:30][C:8](=[O:10])[C:7]2[CH:11]=[CH:12][CH:13]=[C:14]([CH3:15])[C:6]=2[C:1](=[O:5])[CH:2]([CH3:3])[CH3:4])[CH2:29][C:28]2[C:23](=[CH:24][CH:25]=[CH:26][CH:27]=2)[CH2:22]1)=[O:20])[CH3:17], predict the reactants needed to synthesize it. The reactants are: [C:1]([C:6]1[C:14]([CH3:15])=[CH:13][CH:12]=[CH:11][C:7]=1[C:8]([OH:10])=O)(=[O:5])[CH:2]([CH3:4])[CH3:3].[CH2:16]([O:18][C:19]([C:21]1([NH2:30])[CH2:29][C:28]2[C:23](=[CH:24][CH:25]=[CH:26][CH:27]=2)[CH2:22]1)=[O:20])[CH3:17].CN(C(ON1N=NC2C=CC=NC1=2)=[N+](C)C)C.F[P-](F)(F)(F)(F)F.CCN(C(C)C)C(C)C. (6) Given the product [C:32]([O:36][C:37]([N:39]1[CH2:44][CH2:43][N:42]([CH2:11][C:9]2[S:10][C:5]3[C:4]([N:26]4[CH2:31][CH2:30][O:29][CH2:28][CH2:27]4)=[N:3][C:2]([Cl:1])=[N:7][C:6]=3[CH:8]=2)[CH2:41][C@@H:40]1[CH:45]([CH3:47])[CH3:46])=[O:38])([CH3:35])([CH3:34])[CH3:33], predict the reactants needed to synthesize it. The reactants are: [Cl:1][C:2]1[N:3]=[C:4]([N:26]2[CH2:31][CH2:30][O:29][CH2:28][CH2:27]2)[C:5]2[S:10][C:9]([CH2:11]N3CCN(C(C)(C)C(N(C)C)=O)CC3)=[CH:8][C:6]=2[N:7]=1.[C:32]([O:36][C:37]([N:39]1[CH2:44][CH2:43][NH:42][CH2:41][C@@H:40]1[CH:45]([CH3:47])[CH3:46])=[O:38])([CH3:35])([CH3:34])[CH3:33]. (7) Given the product [CH3:15][O:16][C:17](=[O:24])[C:18]1([CH2:23][CH2:22][CH2:21][CH2:20]1)[NH:19][CH2:2][C:3]1[CH:12]=[C:11]2[C:6]([C:7]([Cl:14])=[CH:8][N:9]=[C:10]2[Cl:13])=[CH:5][CH:4]=1, predict the reactants needed to synthesize it. The reactants are: Cl[CH2:2][C:3]1[CH:12]=[C:11]2[C:6]([C:7]([Cl:14])=[CH:8][N:9]=[C:10]2[Cl:13])=[CH:5][CH:4]=1.[CH3:15][O:16][C:17](=[O:24])[C:18]1([CH2:23][CH2:22][CH2:21][CH2:20]1)[NH2:19].C([O-])([O-])=O.[K+].[K+]. (8) The reactants are: [Cl:1][C:2]1[N:7]=[C:6]([NH:8][C:9]2[C:17]3[O:16][CH2:15][O:14][C:13]=3[CH:12]=[CH:11][C:10]=2[Cl:18])[CH:5]=[CH:4][N:3]=1.[H-].[Na+].[CH3:21][N:22]([CH3:26])[CH2:23][CH2:24]Cl. Given the product [Cl:18][C:10]1[CH:11]=[CH:12][C:13]2[O:14][CH2:15][O:16][C:17]=2[C:9]=1[N:8]([C:6]1[CH:5]=[CH:4][N:3]=[C:2]([Cl:1])[N:7]=1)[CH2:24][CH2:23][N:22]([CH3:26])[CH3:21], predict the reactants needed to synthesize it.